This data is from Peptide-MHC class I binding affinity with 185,985 pairs from IEDB/IMGT. The task is: Regression. Given a peptide amino acid sequence and an MHC pseudo amino acid sequence, predict their binding affinity value. This is MHC class I binding data. (1) The peptide sequence is ITMGSLFFV. The MHC is HLA-A02:02 with pseudo-sequence HLA-A02:02. The binding affinity (normalized) is 1.00. (2) The peptide sequence is SLLNATDIAV. The MHC is HLA-A33:01 with pseudo-sequence HLA-A33:01. The binding affinity (normalized) is 0. (3) The peptide sequence is KRLRPGGKK. The MHC is Patr-A0701 with pseudo-sequence Patr-A0701. The binding affinity (normalized) is 0. (4) The peptide sequence is NPNCLEWLRA. The MHC is HLA-B07:02 with pseudo-sequence HLA-B07:02. The binding affinity (normalized) is 0.0974. (5) The peptide sequence is NLDDVYSYI. The MHC is HLA-A02:02 with pseudo-sequence HLA-A02:02. The binding affinity (normalized) is 1.00. (6) The peptide sequence is IYKVLPQGW. The MHC is Mamu-B17 with pseudo-sequence Mamu-B17. The binding affinity (normalized) is 0. (7) The peptide sequence is PTYKAFLCK. The MHC is Patr-A0301 with pseudo-sequence Patr-A0301. The binding affinity (normalized) is 0.504. (8) The peptide sequence is IPSINVHHY. The MHC is HLA-B27:05 with pseudo-sequence HLA-B27:05. The binding affinity (normalized) is 0.0847. (9) The peptide sequence is AVMYMGTLSY. The MHC is HLA-A11:01 with pseudo-sequence HLA-A11:01. The binding affinity (normalized) is 0.810. (10) The peptide sequence is QAEPSLYGRH. The MHC is HLA-A68:01 with pseudo-sequence HLA-A68:01. The binding affinity (normalized) is 0.